From a dataset of Forward reaction prediction with 1.9M reactions from USPTO patents (1976-2016). Predict the product of the given reaction. (1) Given the reactants [F:1][CH:2]([F:11])[C:3]([C:5]1[CH:10]=[CH:9][CH:8]=[CH:7][CH:6]=1)=[O:4].Br[C:13]1[CH:18]=[CH:17][CH:16]=[CH:15][CH:14]=1, predict the reaction product. The product is: [F:1][C:2]([F:11])([C:13]1[CH:18]=[CH:17][CH:16]=[CH:15][CH:14]=1)[C:3]([C:5]1[CH:6]=[CH:7][CH:8]=[CH:9][CH:10]=1)=[O:4]. (2) Given the reactants [C:1]([C:3]1[CH:4]=[C:5]([S:32]([N:35](CC2C=CC(OC)=CC=2OC)[C:36]2[S:40][N:39]=[CH:38][N:37]=2)(=[O:34])=[O:33])[CH:6]=[CH:7][C:8]=1[O:9][C:10]1[CH:15]=[CH:14][C:13]([C:16]2[CH:21]=[CH:20][CH:19]=[C:18]([C:22]([F:25])([F:24])[F:23])[CH:17]=2)=[CH:12][C:11]=1[C:26]1[CH:31]=[CH:30][N:29]=[N:28][CH:27]=1)#[N:2], predict the reaction product. The product is: [C:1]([C:3]1[CH:4]=[C:5]([S:32]([NH:35][C:36]2[S:40][N:39]=[CH:38][N:37]=2)(=[O:33])=[O:34])[CH:6]=[CH:7][C:8]=1[O:9][C:10]1[CH:15]=[CH:14][C:13]([C:16]2[CH:21]=[CH:20][CH:19]=[C:18]([C:22]([F:25])([F:23])[F:24])[CH:17]=2)=[CH:12][C:11]=1[C:26]1[CH:31]=[CH:30][N:29]=[N:28][CH:27]=1)#[N:2]. (3) The product is: [F:1][C:2]1[CH:7]=[C:6]([F:8])[CH:5]=[CH:4][C:3]=1[C:9]1[N:10]2[C:15]([CH:16]=[CH:17][C:18]=1[C:19]([O:21][CH3:31])=[O:20])=[C:14]([C:22]1[C:23]([F:29])=[CH:24][CH:25]=[CH:26][C:27]=1[F:28])[C:13](=[O:30])[CH:12]=[CH:11]2. Given the reactants [F:1][C:2]1[CH:7]=[C:6]([F:8])[CH:5]=[CH:4][C:3]=1[C:9]1[N:10]2[C:15]([CH:16]=[CH:17][C:18]=1[C:19]([OH:21])=[O:20])=[C:14]([C:22]1[C:27]([F:28])=[CH:26][CH:25]=[CH:24][C:23]=1[F:29])[C:13](=[O:30])[CH:12]=[CH:11]2.[CH2:31](Cl)CCl.C1C=CC2N(O)N=NC=2C=1, predict the reaction product. (4) The product is: [NH2:1][C:2]1[CH:3]=[C:4]([C:5]([N:16]2[C@@H:17]3[C@@H:22]([C:21]4[CH:23]=[CH:24][CH:25]=[CH:26][C:20]=4[CH2:19][CH2:18]3)[CH2:13][CH2:14][CH2:15]2)=[O:7])[CH:8]=[CH:9][C:10]=1[O:11][CH3:12]. Given the reactants [NH2:1][C:2]1[CH:3]=[C:4]([CH:8]=[CH:9][C:10]=1[O:11][CH3:12])[C:5]([OH:7])=O.[CH2:13]1[C@H:22]2[C@H:17]([CH2:18][CH2:19][C:20]3[CH:26]=[CH:25][CH:24]=[CH:23][C:21]=32)[NH:16][CH2:15][CH2:14]1.F[P-](F)(F)(F)(F)F.N1(OC(N(C)C)=[N+](C)C)C2N=CC=CC=2N=N1, predict the reaction product. (5) Given the reactants [CH3:1][O:2][C:3](=[O:27])[C:4]1[CH:9]=[CH:8][C:7]([CH3:10])=[C:6]([NH:11][CH2:12][C:13]([C:15]2[CH:16]=[N:17][N:18]([C:21]3[CH:26]=[CH:25][CH:24]=[CH:23][CH:22]=3)[C:19]=2[CH3:20])=O)[CH:5]=1.[C:28]([S-:30])#[N:29].[K+], predict the reaction product. The product is: [CH3:1][O:2][C:3](=[O:27])[C:4]1[CH:9]=[CH:8][C:7]([CH3:10])=[C:6]([N:11]2[CH:12]=[C:13]([C:15]3[CH:16]=[N:17][N:18]([C:21]4[CH:26]=[CH:25][CH:24]=[CH:23][CH:22]=4)[C:19]=3[CH3:20])[N:29]=[C:28]2[SH:30])[CH:5]=1. (6) Given the reactants Br[C:2]1[CH:3]=[C:4]([CH:15]=[CH:16][CH:17]=1)[CH2:5][N:6]([CH3:14])[C:7](=[O:13])[O:8][C:9]([CH3:12])([CH3:11])[CH3:10].[CH3:18][C:19]1[CH:20]=[C:21](B(O)O)[CH:22]=[CH:23][C:24]=1[CH:25]=[O:26], predict the reaction product. The product is: [CH:25]([C:24]1[CH:23]=[CH:22][C:21]([C:2]2[CH:17]=[CH:16][CH:15]=[C:4]([CH2:5][N:6]([CH3:14])[C:7](=[O:13])[O:8][C:9]([CH3:12])([CH3:11])[CH3:10])[CH:3]=2)=[CH:20][C:19]=1[CH3:18])=[O:26].